Dataset: CYP3A4 inhibition data for predicting drug metabolism from PubChem BioAssay. Task: Regression/Classification. Given a drug SMILES string, predict its absorption, distribution, metabolism, or excretion properties. Task type varies by dataset: regression for continuous measurements (e.g., permeability, clearance, half-life) or binary classification for categorical outcomes (e.g., BBB penetration, CYP inhibition). Dataset: cyp3a4_veith. (1) The result is 0 (non-inhibitor). The drug is O=C(O)[C@H](CCc1ccccc1)N1C(=O)c2ccccc2C1=O. (2) The compound is Cc1cccc(CNc2ncnc3ccc(-c4ccoc4)cc23)c1. The result is 1 (inhibitor). (3) The drug is Cc1ccc(S(=O)(=O)N(CC(=O)N2CCN(c3ccc(F)cc3)CC2)C2CCCCC2)cc1. The result is 1 (inhibitor). (4) The molecule is CC(C)C(=O)CP(=O)(O)O. The result is 0 (non-inhibitor). (5) The molecule is COc1cc(/C=N\Nc2ccc([N+](=O)[O-])cc2)ccc1OCC(=O)Nc1ccc(C)c(C)c1. The result is 1 (inhibitor).